This data is from Full USPTO retrosynthesis dataset with 1.9M reactions from patents (1976-2016). The task is: Predict the reactants needed to synthesize the given product. (1) Given the product [CH3:29][O:28][C:24](=[O:27])[CH2:25][S:26][C:2]1[S:6][C:5]([NH:7][C:8]([N:9]([CH:16]2[CH2:21][CH2:20][CH:19]([CH3:22])[CH2:18][CH2:17]2)[CH:10]2[CH2:15][CH2:14][O:13][CH2:12][CH2:11]2)=[O:23])=[N:4][CH:3]=1, predict the reactants needed to synthesize it. The reactants are: Br[C:2]1[S:6][C:5]([NH:7][C:8](=[O:23])[N:9]([CH:16]2[CH2:21][CH2:20][CH:19]([CH3:22])[CH2:18][CH2:17]2)[CH:10]2[CH2:15][CH2:14][O:13][CH2:12][CH2:11]2)=[N:4][CH:3]=1.[C:24]([O:28][CH3:29])(=[O:27])[CH2:25][SH:26]. (2) Given the product [O:19]=[C:9]1[CH2:8][CH2:7][C:6](=[O:20])[N:10]1[O:30][C:29](=[O:31])[C:28]1[CH:32]=[C:24]([C:21](=[O:23])[CH3:22])[CH:25]=[CH:26][C:27]=1[O:33][CH2:34][C:35]#[CH:36], predict the reactants needed to synthesize it. The reactants are: F[B-](F)(F)F.[C:6]1(=[O:20])[N:10](OC(N(C)C)=[N+](C)C)[C:9](=[O:19])[CH2:8][CH2:7]1.[C:21]([C:24]1[CH:25]=[CH:26][C:27]([O:33][CH2:34][C:35]#[CH:36])=[C:28]([CH:32]=1)[C:29]([OH:31])=[O:30])(=[O:23])[CH3:22].C(N(CC)CC)C. (3) The reactants are: [C:1]([O:5][C:6]([N:8]([CH2:24][CH2:25][CH2:26][F:27])[C@H:9]1[CH2:13][CH2:12][N:11](C(OCC2C=CC=CC=2)=O)[CH2:10]1)=[O:7])([CH3:4])([CH3:3])[CH3:2].C([O-])=O.[NH4+].[H][H]. Given the product [F:27][CH2:26][CH2:25][CH2:24][N:8]([C@H:9]1[CH2:13][CH2:12][NH:11][CH2:10]1)[C:6](=[O:7])[O:5][C:1]([CH3:4])([CH3:3])[CH3:2], predict the reactants needed to synthesize it. (4) Given the product [CH2:11]([C:13]1[NH:17][C:16]([CH:9]=[O:10])=[C:15]([C:18]#[N:19])[CH:14]=1)[CH3:12], predict the reactants needed to synthesize it. The reactants are: O=P(Cl)(Cl)Cl.CN([CH:9]=[O:10])C.[CH2:11]([C:13]1[NH:17][CH:16]=[C:15]([C:18]#[N:19])[CH:14]=1)[CH3:12].C([O-])(=O)C.[Na+]. (5) Given the product [C:36]([C:35]1[CH:38]=[CH:39][C:32]([NH:31][C:14]([C:13]([NH:12][C:4]2[CH:5]=[CH:6][C:7]([C:8]([NH:9][CH3:10])=[O:11])=[C:2]([F:1])[CH:3]=2)([CH3:18])[CH3:17])=[O:16])=[CH:33][C:34]=1[C:40]([F:41])([F:42])[F:43])#[N:37], predict the reactants needed to synthesize it. The reactants are: [F:1][C:2]1[CH:3]=[C:4]([NH:12][C:13]([CH3:18])([CH3:17])[C:14]([OH:16])=O)[CH:5]=[CH:6][C:7]=1[C:8](=[O:11])[NH:9][CH3:10].CCN=C=NCCCN(C)C.Cl.[NH2:31][C:32]1[CH:39]=[CH:38][C:35]([C:36]#[N:37])=[C:34]([C:40]([F:43])([F:42])[F:41])[CH:33]=1.O. (6) Given the product [Cl:1][C:2]1[CH:3]=[CH:4][C:5]([CH2:9][OH:10])=[C:6]([O:8][CH2:13][C:14]2[CH:19]=[CH:18][CH:17]=[CH:16][CH:15]=2)[CH:7]=1, predict the reactants needed to synthesize it. The reactants are: [Cl:1][C:2]1[CH:3]=[CH:4][C:5]([CH2:9][OH:10])=[C:6]([OH:8])[CH:7]=1.[OH-].[Na+].[CH2:13](Br)[C:14]1[CH:19]=[CH:18][CH:17]=[CH:16][CH:15]=1. (7) Given the product [CH3:2][O:3][C:4](=[O:35])[CH:5]([NH2:20])[CH2:6][N:7]([C:14]1[CH:19]=[CH:18][CH:17]=[CH:16][CH:15]=1)[C:8]1[N:9]=[CH:10][CH:11]=[CH:12][N:13]=1, predict the reactants needed to synthesize it. The reactants are: Cl.[CH3:2][O:3][C:4](=[O:35])[CH:5]([N:20](C(OC(C)(C)C)=O)C(OC(C)(C)C)=O)[CH2:6][N:7]([C:14]1[CH:19]=[CH:18][CH:17]=[CH:16][CH:15]=1)[C:8]1[N:13]=[CH:12][CH:11]=[CH:10][N:9]=1.